Dataset: Forward reaction prediction with 1.9M reactions from USPTO patents (1976-2016). Task: Predict the product of the given reaction. (1) Given the reactants [F:1][C:2]1[CH:3]=[C:4]2[C:8](=[CH:9][CH:10]=1)[N:7]([CH2:11][CH2:12][O:13]COC)[CH:6]=[C:5]2[C:17](=[O:34])[CH:18]([NH:25][C:26]1[CH:31]=[CH:30][CH:29]=[C:28]([O:32][CH3:33])[CH:27]=1)[C:19]1[CH:24]=[CH:23][CH:22]=[CH:21][CH:20]=1.O1CCOCC1.C(=O)([O-])[O-].[K+].[K+], predict the reaction product. The product is: [F:1][C:2]1[CH:3]=[C:4]2[C:8](=[CH:9][CH:10]=1)[N:7]([CH2:11][CH2:12][OH:13])[CH:6]=[C:5]2[C:17](=[O:34])[CH:18]([NH:25][C:26]1[CH:31]=[CH:30][CH:29]=[C:28]([O:32][CH3:33])[CH:27]=1)[C:19]1[CH:20]=[CH:21][CH:22]=[CH:23][CH:24]=1. (2) Given the reactants [CH2:1]([O:3][C:4](=[O:13])[C:5]1[CH:10]=[CH:9][C:8]([F:11])=[CH:7][C:6]=1[F:12])[CH3:2].S(=O)(=O)(O)O.[N+:19]([O-])([OH:21])=[O:20], predict the reaction product. The product is: [CH2:1]([O:3][C:4](=[O:13])[C:5]1[CH:10]=[C:9]([N+:19]([O-:21])=[O:20])[C:8]([F:11])=[CH:7][C:6]=1[F:12])[CH3:2].